From a dataset of Forward reaction prediction with 1.9M reactions from USPTO patents (1976-2016). Predict the product of the given reaction. Given the reactants [NH2:1][C:2]1[CH:12]=[CH:11][CH:10]=[CH:9][C:3]=1[C:4]([O:6][CH2:7][CH3:8])=[O:5].[CH3:13][S:14](Cl)(=[O:16])=[O:15].N1C=CC=CC=1, predict the reaction product. The product is: [CH2:7]([O:6][C:4](=[O:5])[C:3]1[CH:9]=[CH:10][CH:11]=[CH:12][C:2]=1[NH:1][S:14]([CH3:13])(=[O:16])=[O:15])[CH3:8].